From a dataset of Experimentally validated miRNA-target interactions with 360,000+ pairs, plus equal number of negative samples. Binary Classification. Given a miRNA mature sequence and a target amino acid sequence, predict their likelihood of interaction. (1) The miRNA is hsa-miR-6083 with sequence CUUAUAUCAGAGGCUGUGGG. The protein sequence of the target gene is MDKNELVQKAKLAEQAERYDDMAACMKSVTEQGAELSNEERNLLSVAYKNVVGARRSSWRVVSSIEQKTEGAEKKQQMAREYREKIETELRDICNDVLSLLEKFLIPNASQAESKVFYLKMKGDYYRYLAEVAAGDDKKGIVDQSQQAYQEAFEISKKEMQPTHPIRLGLALNFSVFYYEILNSPEKACSLAKTAFDEAIAELDTLSEESYKDSTLIMQLLRDNLTLWTSDTQGDEAEAGEGGEN. Result: 1 (interaction). (2) Result: 0 (no interaction). The miRNA is hsa-miR-6825-3p with sequence GCGCUGACCCGCCUUCUCCGCA. The protein sequence of the target gene is MENFTALFGAQADPPPPPTALGFGPGKPPPPPPPPAGGGPGTAPPPTAATAPPGADKSGAGCGPFYLMRELPGSTELTGSTNLITHYNLEQAYNKFCGKKVKEKLSNFLPDLPGMIDLPGSHDNSSLRSLIEKPPILSSSFNPITGTMLAGFRLHTGPLPEQCRLMHIQPPKKKNKHKHKQSRTQDPVPPETPSDSDHKKKKKKKEEDPDRKRKKKEKKKKKNRHSPDHPGMGSSQASSSSSLR. (3) The miRNA is xla-miR-1b with sequence UGGAAUGUUAAGAAGUAUGUA. The protein sequence of the target gene is MCSHFTQDFLPVQGIEDSFHKLILRRYEKCGHDNLQLRKGCKSMNVCKVQKGVYNGINKCLSNTQSKIFQCNARVKVFSKFANSNKDKTRHTGEKHFKCNECGKSFQKFSDLTQHKGIHAGEKPYTCEERGKDFGWYTDLNQHKKIHTGEKPYKCEECGKAFNRSTNLTAHKRIHNREKAYTGEDRDRAFGWSTNLNEYKKIHTGDKPYKCKECGKAFMHSSHLNKHEKIHTGEKPYKCKECGKVISSSSSFAKHKRIHTGEKPFKCLECGKAFNISTTLTKHRRIHTGEKPYTCEVCGK.... Result: 0 (no interaction).